From a dataset of Reaction yield outcomes from USPTO patents with 853,638 reactions. Predict the reaction yield, written as a fraction of the theoretical maximum amount of product (1.0 means a 100% yield; for example, 0.34 means a 34% yield). The reactants are F[C:2](F)(F)[C:3]1[CH:8]=[CH:7][C:6]([CH:9]([NH2:13])[CH2:10][CH2:11][CH3:12])=[CH:5][CH:4]=1.[Cl:16][C:17]1[CH:22]=[N:21][CH:20]=[C:19](Cl)[N:18]=1.C(=O)([O-])[O-].[K+].[K+]. The catalyst is O1CCOCC1.C(OCC)(=O)C.O. The product is [Cl:16][C:17]1[N:18]=[C:19]([NH:13][CH:9]([C:6]2[CH:7]=[CH:8][C:3]([CH3:2])=[CH:4][CH:5]=2)[CH2:10][CH2:11][CH3:12])[CH:20]=[N:21][CH:22]=1. The yield is 0.0500.